This data is from Forward reaction prediction with 1.9M reactions from USPTO patents (1976-2016). The task is: Predict the product of the given reaction. (1) Given the reactants [Cl:1][C:2]1[CH:7]=[CH:6][CH:5]=[CH:4][C:3]=1I.CC([O-])(C)C.[Na+].CC1(C)C2C(=C(P(C3C=CC=CC=3)C3C=CC=CC=3)C=CC=2)OC2C(P(C3C=CC=CC=3)C3C=CC=CC=3)=CC=CC1=2.[NH2:57][CH:58]1[CH2:63][CH2:62][N:61]([C:64]([O:66][C:67]([CH3:70])([CH3:69])[CH3:68])=[O:65])[CH2:60][CH2:59]1, predict the reaction product. The product is: [Cl:1][C:2]1[CH:7]=[CH:6][CH:5]=[CH:4][C:3]=1[NH:57][CH:58]1[CH2:59][CH2:60][N:61]([C:64]([O:66][C:67]([CH3:70])([CH3:69])[CH3:68])=[O:65])[CH2:62][CH2:63]1. (2) The product is: [CH3:37][N:36]([CH3:38])[CH:33]1[CH2:34][CH2:35][N:31]([C:27]2[CH:28]=[CH:29][CH:30]=[C:25]([B:9]3[O:10][C:11]([CH3:16])([CH3:17])[C:12]([CH3:14])([CH3:15])[O:13]3)[CH:26]=2)[CH2:32]1. Given the reactants [CH3:16][C:11]1([CH3:17])[C:12]([CH3:15])([CH3:14])[O:13][B:9]([B:9]2[O:13][C:12]([CH3:15])([CH3:14])[C:11]([CH3:17])([CH3:16])[O:10]2)[O:10]1.C([O-])(=O)C.[K+].Br[C:25]1[CH:26]=[C:27]([N:31]2[CH2:35][CH2:34][CH:33]([N:36]([CH3:38])[CH3:37])[CH2:32]2)[CH:28]=[CH:29][CH:30]=1, predict the reaction product. (3) Given the reactants [F:1][C:2]([F:13])([F:12])[C@@H:3]1[CH2:8][CH2:7][C@H:6]([C:9](O)=[O:10])[CH2:5][CH2:4]1.[H-].[Al+3].[Li+].[H-].[H-].[H-].O.[OH-].[Na+], predict the reaction product. The product is: [F:1][C:2]([F:12])([F:13])[C@@H:3]1[CH2:4][CH2:5][C@H:6]([CH2:9][OH:10])[CH2:7][CH2:8]1. (4) Given the reactants Cl.[O:2]1[B:7]2[O:8][CH2:9][C:10]3[CH2:11][O:12][CH:13]=[CH:14][C:5]([C:6]=32)=[CH:4][C@H:3]1[CH2:15][NH2:16].CCN(CC)CC.[CH3:24][C:25]([O:28][C:29](O[C:29]([O:28][C:25]([CH3:27])([CH3:26])[CH3:24])=[O:30])=[O:30])([CH3:27])[CH3:26], predict the reaction product. The product is: [O:2]1[B:7]2[O:8][CH2:9][C:10]3[CH2:11][O:12][CH:13]=[CH:14][C:5]([C:6]=32)=[CH:4][C@H:3]1[CH2:15][NH:16][C:29](=[O:30])[O:28][C:25]([CH3:27])([CH3:26])[CH3:24].